Dataset: Reaction yield outcomes from USPTO patents with 853,638 reactions. Task: Predict the reaction yield, written as a fraction of the theoretical maximum amount of product (1.0 means a 100% yield; for example, 0.34 means a 34% yield). (1) The reactants are Br[C:2]1[C:7](=[O:8])[N:6]([CH2:9][C:10]2[CH:15]=[CH:14][C:13]([C:16]3[C:17]([C:22]#[N:23])=[CH:18][CH:19]=[CH:20][CH:21]=3)=[CH:12][C:11]=2[F:24])[C:5]([CH2:25][CH2:26][CH2:27][CH3:28])=[N:4][C:3]=1[CH3:29].[F:30][C:31]1[CH:36]=[CH:35][C:34](B(O)O)=[CH:33][CH:32]=1.C(=O)([O-])[O-].[Cs+].[Cs+]. The catalyst is O1CCOCC1.C(OCC)(=O)C.C1C=CC(P(C2C=CC=CC=2)[C-]2C=CC=C2)=CC=1.C1C=CC(P(C2C=CC=CC=2)[C-]2C=CC=C2)=CC=1.Cl[Pd]Cl.[Fe+2]. The product is [CH2:25]([C:5]1[N:6]([CH2:9][C:10]2[CH:15]=[CH:14][C:13]([C:16]3[C:17]([C:22]#[N:23])=[CH:18][CH:19]=[CH:20][CH:21]=3)=[CH:12][C:11]=2[F:24])[C:7](=[O:8])[C:2]([C:34]2[CH:35]=[CH:36][C:31]([F:30])=[CH:32][CH:33]=2)=[C:3]([CH3:29])[N:4]=1)[CH2:26][CH2:27][CH3:28]. The yield is 0.980. (2) The reactants are N(C(OCC)=O)=NC(OCC)=O.[CH3:13][CH:14]([OH:16])[CH3:15].C1(P(C2C=CC=CC=2)C2C=CC=CC=2)C=CC=CC=1.O[N:37]1[C:41](=[O:42])[C:40]2=[CH:43][CH:44]=[CH:45][CH:46]=[C:39]2[C:38]1=[O:47]. The catalyst is C1COCC1. The product is [CH:14]([O:16][N:37]1[C:41](=[O:42])[C:40]2[C:39](=[CH:46][CH:45]=[CH:44][CH:43]=2)[C:38]1=[O:47])([CH3:15])[CH3:13]. The yield is 0.870. (3) The reactants are [Cl:1][C:2]1[N:11]=[C:10]([NH:12][C:13]2[NH:14][N:15]=[C:16]([CH:18]3[CH2:20][CH2:19]3)[CH:17]=2)[C:9]2[C:4](=[CH:5][CH:6]=[C:7](I)[CH:8]=2)[N:3]=1.[Cl:22][C:23]1[CH:28]=[CH:27][CH:26]=[CH:25][C:24]=1B(O)O.C1([O-])C=CC=CC=1.[K+].C([O-])(O)=O.[Na+]. The catalyst is CS(C)=O.[Pd](Cl)Cl.C1(P(C2C=CC=CC=2)[C-]2C=CC=C2)C=CC=CC=1.[C-]1(P(C2C=CC=CC=2)C2C=CC=CC=2)C=CC=C1.[Fe+2].ClCCl. The product is [Cl:1][C:2]1[N:11]=[C:10]([NH:12][C:13]2[NH:14][N:15]=[C:16]([CH:18]3[CH2:20][CH2:19]3)[CH:17]=2)[C:9]2[C:4](=[CH:5][CH:6]=[C:7]([C:24]3[CH:25]=[CH:26][CH:27]=[CH:28][C:23]=3[Cl:22])[CH:8]=2)[N:3]=1. The yield is 0.630. (4) The catalyst is C1(C)C=CC=CC=1.O1CCOCC1. The product is [N+:20]([C:23]1[CH:28]=[CH:27][C:26]([C:2]2[CH:7]=[CH:6][C:5]([C:8](=[O:19])[CH2:9][CH:10]([CH2:16][CH2:17][CH3:18])[C:11]([O:13][CH2:14][CH3:15])=[O:12])=[CH:4][CH:3]=2)=[CH:25][CH:24]=1)([O-:22])=[O:21]. The reactants are Br[C:2]1[CH:7]=[CH:6][C:5]([C:8](=[O:19])[CH2:9][CH:10]([CH2:16][CH2:17][CH3:18])[C:11]([O:13][CH2:14][CH3:15])=[O:12])=[CH:4][CH:3]=1.[N+:20]([C:23]1[CH:28]=[CH:27][C:26](B(O)O)=[CH:25][CH:24]=1)([O-:22])=[O:21].C(=O)([O-])[O-].[Na+].[Na+]. The yield is 0.480. (5) The reactants are Cl[C:2]1[C:3]2[N:4]([N:8]=[N:9][N:10]=2)[CH:5]=[CH:6][N:7]=1.C(N(CC)CC)C.Cl.[NH:19]1[CH2:22][CH:21]([N:23]([CH3:31])[C:24](=[O:30])[O:25][C:26]([CH3:29])([CH3:28])[CH3:27])[CH2:20]1. The catalyst is C(O)C. The product is [CH3:31][N:23]([CH:21]1[CH2:20][N:19]([C:2]2[C:3]3[N:4]([N:8]=[N:9][N:10]=3)[CH:5]=[CH:6][N:7]=2)[CH2:22]1)[C:24](=[O:30])[O:25][C:26]([CH3:29])([CH3:27])[CH3:28]. The yield is 0.910. (6) The yield is 0.570. The reactants are [F:1][C:2]1[CH:3]=[CH:4][C:5]2[O:9][CH:8]([CH2:10][N:11]3[CH2:16][CH2:15][NH:14][CH2:13][CH2:12]3)[CH2:7][C:6]=2[CH:17]=1.[N+](C1C=CC(NC2CC[CH:31]([O:34]CC(O)=O)[CH2:30]C2)=CC=1C(F)(F)F)([O-])=O.CCN=C=NCCCN(C)C.[ClH:54].C1C=CC2N(O)N=NC=2C=1.C(N(CC)CC)C. The product is [Cl:54][CH2:30][C:31]([N:14]1[CH2:13][CH2:12][N:11]([CH2:10][CH:8]2[CH2:7][C:6]3[CH:17]=[C:2]([F:1])[CH:3]=[CH:4][C:5]=3[O:9]2)[CH2:16][CH2:15]1)=[O:34]. The catalyst is O.ClCCl. (7) The reactants are [Br:1][C:2]1[CH:3]=[C:4]([NH:9]C(=O)C)[C:5]([CH3:8])=[N:6][CH:7]=1.C([O-])(=O)C.[K+].C(O)(=O)C.C(OC(=O)C)(=O)C.C(O[N:35]=O)CC(C)C.C(=O)(O)[O-].[Na+]. The catalyst is C(Cl)(Cl)Cl. The product is [Br:1][C:2]1[CH:3]=[C:4]2[NH:9][N:35]=[CH:8][C:5]2=[N:6][CH:7]=1. The yield is 0.770.